This data is from Full USPTO retrosynthesis dataset with 1.9M reactions from patents (1976-2016). The task is: Predict the reactants needed to synthesize the given product. (1) Given the product [CH:11]([C:13]1[CH:18]=[CH:17][C:16]([C:2]2[CH:10]=[C:6]([C:7]([NH2:9])=[O:8])[CH:5]=[N:4][CH:3]=2)=[CH:15][CH:14]=1)=[O:12], predict the reactants needed to synthesize it. The reactants are: Br[C:2]1[CH:3]=[N:4][CH:5]=[C:6]([CH:10]=1)[C:7]([NH2:9])=[O:8].[CH:11]([C:13]1[CH:18]=[CH:17][C:16](B(O)O)=[CH:15][CH:14]=1)=[O:12].COC1C=CC=C(OC)C=1C1C=CC=CC=1P(C1CCCCC1)C1CCCCC1.C([O-])([O-])=O.[K+].[K+]. (2) Given the product [CH3:1][N:2]1[C:6]2=[N:7][CH:8]=[C:9]([C:11]([F:14])([F:12])[F:13])[CH:10]=[C:5]2[C:4]([NH:15][CH2:17][C:18]([OH:20])=[O:19])=[N:3]1, predict the reactants needed to synthesize it. The reactants are: [CH3:1][N:2]1[C:6]2=[N:7][CH:8]=[C:9]([C:11]([F:14])([F:13])[F:12])[CH:10]=[C:5]2[C:4]([NH2:15])=[N:3]1.O=[CH:17][C:18]([OH:20])=[O:19].[BH3-]C#N.[Na+]. (3) Given the product [C:1]([O:5][C:6]([NH:8][CH2:9][C:10]1[CH:11]=[C:12]([C:16]2[CH:21]=[C:20]([C:22](=[S:54])[NH2:23])[CH:19]=[C:18]([O:25][C:26]3[N:31]=[C:30]([O:32][C@H:33]([CH2:41][CH3:42])[C:34]([O:36][C:37]([CH3:40])([CH3:39])[CH3:38])=[O:35])[C:29]([F:43])=[CH:28][C:27]=3[F:44])[CH:17]=2)[CH:13]=[CH:14][CH:15]=1)=[O:7])([CH3:4])([CH3:3])[CH3:2], predict the reactants needed to synthesize it. The reactants are: [C:1]([O:5][C:6]([NH:8][CH2:9][C:10]1[CH:11]=[C:12]([C:16]2[CH:21]=[C:20]([C:22](=O)[NH2:23])[CH:19]=[C:18]([O:25][C:26]3[N:31]=[C:30]([O:32][C@H:33]([CH2:41][CH3:42])[C:34]([O:36][C:37]([CH3:40])([CH3:39])[CH3:38])=[O:35])[C:29]([F:43])=[CH:28][C:27]=3[F:44])[CH:17]=2)[CH:13]=[CH:14][CH:15]=1)=[O:7])([CH3:4])([CH3:3])[CH3:2].COC1C=CC(P2(SP(C3C=CC(OC)=CC=3)(=S)S2)=[S:54])=CC=1. (4) Given the product [ClH:1].[F:2][C:3]1[CH:4]=[C:5]([CH:9]=[C:10]2[CH2:15][CH2:14][CH2:13][NH:12][CH2:11]2)[CH:6]=[CH:7][CH:8]=1, predict the reactants needed to synthesize it. The reactants are: [ClH:1].[F:2][C:3]1[CH:4]=[C:5]([CH:9]=[C:10]2[CH2:15][CH2:14][CH2:13][N:12](C(OC(C)(C)C)=O)[CH2:11]2)[CH:6]=[CH:7][CH:8]=1. (5) Given the product [F:18][C:19]1[CH:20]=[C:21]([C:26]2[CH:27]=[CH:28][C:29](=[O:40])[N:30]([CH2:32][C:33]3[CH:34]=[C:35]([N:46]4[C:45](=[O:48])[CH:44]=[CH:43][C:42]([CH3:41])=[N:47]4)[CH:36]=[CH:37][CH:38]=3)[N:31]=2)[CH:22]=[C:23]([F:25])[CH:24]=1, predict the reactants needed to synthesize it. The reactants are: C(=O)([O-])[O-].[K+].[K+].OC1C=CC=C2C=1N=CC=C2.[F:18][C:19]1[CH:20]=[C:21]([C:26]2[CH:27]=[CH:28][C:29](=[O:40])[N:30]([CH2:32][C:33]3[CH:38]=[CH:37][CH:36]=[C:35](I)[CH:34]=3)[N:31]=2)[CH:22]=[C:23]([F:25])[CH:24]=1.[CH3:41][C:42]1[CH:43]=[CH:44][C:45](=[O:48])[NH:46][N:47]=1.N. (6) The reactants are: C([O:3][C:4]([C:6]1[CH:10]=[CH:9][O:8][C:7]=1[CH:11]([CH3:13])[CH3:12])=O)C.[H-].[Al+3].[Li+].[H-].[H-].[H-]. Given the product [CH:11]([C:7]1[O:8][CH:9]=[CH:10][C:6]=1[CH2:4][OH:3])([CH3:13])[CH3:12], predict the reactants needed to synthesize it. (7) Given the product [C:38]([O:37][C:35](=[O:36])[N:25]([C@@H:26]([C:31](=[O:32])[NH:3][C@H:4]([C:5](=[O:6])[NH:7][CH2:8][C:9]1[CH:10]=[N:11][C:12]([NH2:15])=[CH:13][CH:14]=1)[CH2:16][C:17]1[CH:22]=[CH:21][C:20]([Cl:23])=[C:19]([Cl:24])[CH:18]=1)[CH:27]([CH3:28])[CH2:29][CH3:30])[CH3:34])([CH3:39])([CH3:41])[CH3:40], predict the reactants needed to synthesize it. The reactants are: Cl.Cl.[NH2:3][C@@H:4]([CH2:16][C:17]1[CH:22]=[CH:21][C:20]([Cl:23])=[C:19]([Cl:24])[CH:18]=1)[C:5]([NH:7][CH2:8][C:9]1[CH:10]=[N:11][C:12]([NH2:15])=[CH:13][CH:14]=1)=[O:6].[N:25]([C:35]([O:37][C:38]([CH3:41])([CH3:40])[CH3:39])=[O:36])([CH3:34])[C@@H:26]([C:31](O)=[O:32])[C@@H:27]([CH2:29][CH3:30])[CH3:28].C1C=CC2N(O)N=NC=2C=1.CCN=C=NCCCN(C)C.Cl.C(N(C(C)C)CC)(C)C. (8) Given the product [C:10]([C:6]1[CH:5]=[C:4]([C:1]2[N:14]=[C:15]([C:16]([O:18][CH2:19][CH3:20])=[O:17])[S:21][CH:2]=2)[CH:9]=[CH:8][CH:7]=1)#[N:11], predict the reactants needed to synthesize it. The reactants are: [C:1]([C:4]1[CH:5]=[C:6]([C:10]#[N:11])[CH:7]=[CH:8][CH:9]=1)(=O)[CH3:2].BrBr.[NH2:14][C:15](=[S:21])[C:16]([O:18][CH2:19][CH3:20])=[O:17]. (9) Given the product [Cl:27][C:28]1[CH:29]=[C:30]([C:36]2([C:54]([F:55])([F:57])[F:56])[CH2:40][C:39]([C:41]3[CH:49]=[CH:48][C:44]([C:45]([NH:2][CH2:3][C:4]([O:6][CH3:7])=[O:5])=[O:46])=[C:43]([C:50]([F:51])([F:52])[F:53])[CH:42]=3)=[N:38][CH2:37]2)[CH:31]=[C:32]([Cl:35])[C:33]=1[Cl:34], predict the reactants needed to synthesize it. The reactants are: Cl.[NH2:2][CH2:3][C:4]([O:6][CH3:7])=[O:5].C(N(CC)CC)C.Cl.CN(C)CCCN=C=NCC.[Cl:27][C:28]1[CH:29]=[C:30]([C:36]2([C:54]([F:57])([F:56])[F:55])[CH2:40][C:39]([C:41]3[CH:49]=[CH:48][C:44]([C:45](O)=[O:46])=[C:43]([C:50]([F:53])([F:52])[F:51])[CH:42]=3)=[N:38][CH2:37]2)[CH:31]=[C:32]([Cl:35])[C:33]=1[Cl:34]. (10) Given the product [CH2:15]([O:14][C:8]1[C:7]([CH2:22][OH:23])=[N:6][CH:5]=[C:4]([C:9]=1[OH:10])[C:3]([OH:27])=[O:2])[C:16]1[CH:17]=[CH:18][CH:19]=[CH:20][CH:21]=1, predict the reactants needed to synthesize it. The reactants are: C[O:2][C:3](=[O:27])[C:4]1[C:9]([O:10]C(=O)C)=[C:8]([O:14][CH2:15][C:16]2[CH:21]=[CH:20][CH:19]=[CH:18][CH:17]=2)[C:7]([CH2:22][O:23]C(=O)C)=[N:6][CH:5]=1.[OH-].[Na+].C(OCC)C.Cl.